This data is from Full USPTO retrosynthesis dataset with 1.9M reactions from patents (1976-2016). The task is: Predict the reactants needed to synthesize the given product. Given the product [C:19]([C:16]1[CH:17]=[CH:18][N:14]([CH2:13][C:10]2[O:11][CH:12]=[C:8]([C:6]([OH:7])=[O:5])[N:9]=2)[N:15]=1)(=[O:21])[CH3:20], predict the reactants needed to synthesize it. The reactants are: N#N.C([O:5][C:6]([C:8]1[N:9]=[C:10]([CH2:13][N:14]2[CH:18]=[CH:17][C:16]([C:19](=[O:21])[CH3:20])=[N:15]2)[O:11][CH:12]=1)=[O:7])C.[OH-].[Na+].